This data is from Retrosynthesis with 50K atom-mapped reactions and 10 reaction types from USPTO. The task is: Predict the reactants needed to synthesize the given product. (1) Given the product O=C(O)c1c(NCc2ccccc2)nc2ccc(Br)cc2c1Cl, predict the reactants needed to synthesize it. The reactants are: CCOC(=O)c1c(NCc2ccccc2)nc2ccc(Br)cc2c1Cl. (2) Given the product CCC(=O)CN([C@H]1CCN([C@@H](C)C(=O)O)C1=O)S(=O)(=O)c1ccc2cc(Cl)ccc2c1, predict the reactants needed to synthesize it. The reactants are: CCC(=O)CN([C@H]1CCN([C@@H](C)C(=O)OC(C)(C)C)C1=O)S(=O)(=O)c1ccc2cc(Cl)ccc2c1. (3) The reactants are: CN(Cc1cc([N+](=O)[O-])cc(F)c1O)C(=O)OC(C)(C)C.O[C@H]1CCOC1. Given the product CN(Cc1cc([N+](=O)[O-])cc(F)c1O[C@@H]1CCOC1)C(=O)OC(C)(C)C, predict the reactants needed to synthesize it. (4) Given the product Nc1cccc(Sc2cn(C3CCCC3)c3ncnc(N)c23)c1, predict the reactants needed to synthesize it. The reactants are: CC(C)(C)OC(=O)Nc1cccc(Sc2cn(C3CCCC3)c3ncnc(N)c23)c1. (5) The reactants are: Nc1cccc(C=O)c1.O=C=Nc1cc(C(F)(F)F)ccc1F. Given the product O=Cc1cccc(NC(=O)Nc2cc(C(F)(F)F)ccc2F)c1, predict the reactants needed to synthesize it.